Predict the reaction yield, written as a fraction of the theoretical maximum amount of product (1.0 means a 100% yield; for example, 0.34 means a 34% yield). From a dataset of Reaction yield outcomes from USPTO patents with 853,638 reactions. (1) The reactants are [CH3:1][C:2]1[C:10]2[C:5](=[C:6]([C:11]([F:14])([F:13])[F:12])[CH:7]=[CH:8][CH:9]=2)[NH:4][C:3]=1[CH2:15][OH:16]. The catalyst is ClCCl.[O-2].[Mn+4].[O-2]. The product is [CH3:1][C:2]1[C:10]2[C:5](=[C:6]([C:11]([F:14])([F:12])[F:13])[CH:7]=[CH:8][CH:9]=2)[NH:4][C:3]=1[CH:15]=[O:16]. The yield is 0.510. (2) The reactants are O=C1O[C@H]([C@H](CO)O)C([O-])=C1O.[Na+].[N-]=[N+]=[N-].[Na+].C[NH:19][C@@H]1CCCC[C@H]1NC.[C:28]([O:32][C:33](=[O:59])[N:34]([C:43]1[S:44][CH:45]2[CH:47]([C@:48]([C:51]3[C:52]([F:58])=[N:53][CH:54]=[C:55](Br)[CH:56]=3)([CH3:50])[N:49]=1)[CH2:46]2)[CH2:35][O:36][CH2:37][CH2:38][Si:39]([CH3:42])([CH3:41])[CH3:40])([CH3:31])([CH3:30])[CH3:29].CP(C)C. The product is [C:28]([O:32][C:33](=[O:59])[N:34]([C:43]1[S:44][C@@H:45]2[C@H:47]([C@:48]([C:51]3[C:52]([F:58])=[N:53][CH:54]=[C:55]([NH2:19])[CH:56]=3)([CH3:50])[N:49]=1)[CH2:46]2)[CH2:35][O:36][CH2:37][CH2:38][Si:39]([CH3:42])([CH3:41])[CH3:40])([CH3:31])([CH3:30])[CH3:29]. The yield is 0.860. The catalyst is [Cu]I.CCOC(C)=O. (3) The reactants are [Cl:1][C:2]1[CH:18]=[CH:17][C:5]2[CH2:6][CH2:7][N:8]([C:11](=[O:16])[C:12]([F:15])([F:14])[F:13])[CH2:9][CH2:10][C:4]=2[C:3]=1OS(C(F)(F)F)(=O)=O.[C:27]1([C:33]2[CH:34]=[C:35]([CH:38]=[CH:39][CH:40]=2)[CH2:36][NH2:37])[CH:32]=[CH:31][CH:30]=[CH:29][CH:28]=1.C1C=CC(P(C2C(C3C(P(C4C=CC=CC=4)C4C=CC=CC=4)=CC=C4C=3C=CC=C4)=C3C(C=CC=C3)=CC=2)C2C=CC=CC=2)=CC=1.C(=O)([O-])[O-].[Cs+].[Cs+]. The catalyst is C1(C)C=CC=CC=1.C([O-])(=O)C.[Pd+2].C([O-])(=O)C.C1C=CC(/C=C/C(/C=C/C2C=CC=CC=2)=O)=CC=1.C1C=CC(/C=C/C(/C=C/C2C=CC=CC=2)=O)=CC=1.C1C=CC(/C=C/C(/C=C/C2C=CC=CC=2)=O)=CC=1.[Pd].[Pd]. The product is [Cl:1][C:2]1[CH:18]=[CH:17][C:5]2[CH2:6][CH2:7][N:8]([C:11](=[O:16])[C:12]([F:15])([F:14])[F:13])[CH2:9][CH2:10][C:4]=2[C:3]=1[NH:37][CH2:36][C:35]1[CH:38]=[CH:39][CH:40]=[C:33]([C:27]2[CH:32]=[CH:31][CH:30]=[CH:29][CH:28]=2)[CH:34]=1. The yield is 0.790. (4) The reactants are [C:1]([NH:5][CH2:6][CH2:7][C:8]([C:10]1[CH:15]=[CH:14][CH:13]=[CH:12][CH:11]=1)=[O:9])([CH3:4])([CH3:3])[CH3:2].C([O-])([O-])=O.[K+].[K+].Cl[C:23]([O:25][CH3:26])=[O:24]. The catalyst is C(Cl)Cl. The product is [C:1]([N:5]([CH2:6][CH2:7][C:8](=[O:9])[C:10]1[CH:11]=[CH:12][CH:13]=[CH:14][CH:15]=1)[C:23](=[O:24])[O:25][CH3:26])([CH3:4])([CH3:2])[CH3:3]. The yield is 0.690. (5) The yield is 0.580. The product is [C:40]([C:42]1[CH:43]=[C:44]([C:2]2[CH:3]=[C:4]([CH:8]([NH:14][C:15]([C@@H:17]3[CH2:22][CH2:21][CH2:20][N:19]([C:23](=[O:39])[CH2:24][CH2:25][CH:26]4[CH2:31][CH2:30][N:29]([C:32]([O:34][C:35]([CH3:37])([CH3:38])[CH3:36])=[O:33])[CH2:28][CH2:27]4)[CH2:18]3)=[O:16])[CH2:9][C:10]([O:12][CH3:13])=[O:11])[CH:5]=[N:6][CH:7]=2)[CH:45]=[CH:46][C:47]=1[F:48])#[N:41]. The reactants are Br[C:2]1[CH:3]=[C:4]([CH:8]([NH:14][C:15]([C@@H:17]2[CH2:22][CH2:21][CH2:20][N:19]([C:23](=[O:39])[CH2:24][CH2:25][CH:26]3[CH2:31][CH2:30][N:29]([C:32]([O:34][C:35]([CH3:38])([CH3:37])[CH3:36])=[O:33])[CH2:28][CH2:27]3)[CH2:18]2)=[O:16])[CH2:9][C:10]([O:12][CH3:13])=[O:11])[CH:5]=[N:6][CH:7]=1.[C:40]([C:42]1[CH:43]=[C:44](B(O)O)[CH:45]=[CH:46][C:47]=1[F:48])#[N:41].[F-].[K+]. The catalyst is C1(C)C=CC=CC=1.C(O)C.O.C1C=CC([P]([Pd]([P](C2C=CC=CC=2)(C2C=CC=CC=2)C2C=CC=CC=2)([P](C2C=CC=CC=2)(C2C=CC=CC=2)C2C=CC=CC=2)[P](C2C=CC=CC=2)(C2C=CC=CC=2)C2C=CC=CC=2)(C2C=CC=CC=2)C2C=CC=CC=2)=CC=1. (6) The reactants are C([N:8]1[CH2:16][C:15]2[C:10](=[CH:11][CH:12]=[CH:13][C:14]=2[CH:17]=[CH2:18])[CH2:9]1)C1C=CC=CC=1.ClC(OC(Cl)C)=O. The catalyst is ClCCCl. The product is [CH:17]([C:14]1[CH:13]=[CH:12][CH:11]=[C:10]2[C:15]=1[CH2:16][NH:8][CH2:9]2)=[CH2:18]. The yield is 0.710.